This data is from Full USPTO retrosynthesis dataset with 1.9M reactions from patents (1976-2016). The task is: Predict the reactants needed to synthesize the given product. (1) Given the product [CH:2]([C:1]1[NH:18][C:16](=[O:17])[C:15]([C:13]#[N:14])=[C:7]2[C:6]=1[CH2:11][CH2:10][CH2:9][CH2:8]2)([CH3:4])[CH3:3], predict the reactants needed to synthesize it. The reactants are: [C:1]([CH:6]1[CH2:11][CH2:10][CH2:9][CH2:8][C:7]1=O)(=O)[CH:2]([CH3:4])[CH3:3].[C:13]([CH2:15][C:16]([NH2:18])=[O:17])#[N:14].N1CCCCC1. (2) Given the product [C:1]([CH:5]1[CH2:14][CH2:13][C:12]2[N:11]=[C:10]3[S:15][C:16]([NH:18][C:21]([NH2:23])=[O:22])=[CH:17][C:9]3=[CH:8][C:7]=2[CH2:6]1)([CH3:4])([CH3:2])[CH3:3], predict the reactants needed to synthesize it. The reactants are: [C:1]([CH:5]1[CH2:14][CH2:13][C:12]2[N:11]=[C:10]3[S:15][C:16]([NH2:18])=[CH:17][C:9]3=[CH:8][C:7]=2[CH2:6]1)([CH3:4])([CH3:3])[CH3:2].ClC(Cl)(Cl)[C:21]([N:23]=C=O)=[O:22].CO.O.C([O-])([O-])=O.[Na+].[Na+]. (3) Given the product [CH2:24]([C:26]1[C:27]([C:32]([NH:1][C:2]2[C:3]([OH:12])=[N:4][CH:5]=[C:6]([C:8]([F:11])([F:9])[F:10])[CH:7]=2)=[O:33])=[N:28][CH:29]=[N:30][CH:31]=1)[CH3:25], predict the reactants needed to synthesize it. The reactants are: [NH2:1][C:2]1[C:3]([OH:12])=[N:4][CH:5]=[C:6]([C:8]([F:11])([F:10])[F:9])[CH:7]=1.CCN=C=NCCCN(C)C.[CH2:24]([C:26]1[C:27]([C:32](O)=[O:33])=[N:28][CH:29]=[N:30][CH:31]=1)[CH3:25].C(=O)([O-])O.[Na+]. (4) Given the product [C:11]([O:10][C:8]([N:5]1[CH2:6][CH2:7][C@H:3]([CH2:2][NH:1][C:16](=[O:17])[O:18][CH2:19][C:20]2[CH:25]=[CH:24][CH:23]=[CH:22][CH:21]=2)[CH2:4]1)=[O:9])([CH3:14])([CH3:13])[CH3:12], predict the reactants needed to synthesize it. The reactants are: [NH2:1][CH2:2][C@H:3]1[CH2:7][CH2:6][N:5]([C:8]([O:10][C:11]([CH3:14])([CH3:13])[CH3:12])=[O:9])[CH2:4]1.Cl[C:16]([O:18][CH2:19][C:20]1[CH:25]=[CH:24][CH:23]=[CH:22][CH:21]=1)=[O:17].C(N(CC)CC)C. (5) Given the product [Cl:21][C:19]1[N:18]=[N:17][C:16]([C:22](=[O:23])[NH:24][CH3:25])=[C:15]([NH:1][C:2]2[C:3]([S:12][CH3:13])=[C:4]([CH:9]=[CH:10][CH:11]=2)[C:5]([O:7][CH3:8])=[O:6])[CH:20]=1, predict the reactants needed to synthesize it. The reactants are: [NH2:1][C:2]1[C:3]([S:12][CH3:13])=[C:4]([CH:9]=[CH:10][CH:11]=1)[C:5]([O:7][CH3:8])=[O:6].Cl[C:15]1[CH:20]=[C:19]([Cl:21])[N:18]=[N:17][C:16]=1[C:22]([NH:24][CH3:25])=[O:23].C[Si]([N-][Si](C)(C)C)(C)C.[Na+]. (6) Given the product [I:1][C:2]1[C:10]2[C:5](=[CH:6][CH:7]=[C:8]([C:11]3[O:12][C:34]([NH:33][C:30]([C:24]4[CH:29]=[CH:28][CH:27]=[CH:26][CH:25]=4)([CH3:32])[CH3:31])=[N:36][N:37]=3)[CH:9]=2)[N:4]([S:14]([C:17]2[CH:23]=[CH:22][C:20]([CH3:21])=[CH:19][CH:18]=2)(=[O:16])=[O:15])[CH:3]=1, predict the reactants needed to synthesize it. The reactants are: [I:1][C:2]1[C:10]2[C:5](=[CH:6][CH:7]=[C:8]([C:11](O)=[O:12])[CH:9]=2)[N:4]([S:14]([C:17]2[CH:23]=[CH:22][C:20]([CH3:21])=[CH:19][CH:18]=2)(=[O:16])=[O:15])[CH:3]=1.[C:24]1([C:30]([NH:33][C:34]([NH:36][NH2:37])=S)([CH3:32])[CH3:31])[CH:29]=[CH:28][CH:27]=[CH:26][CH:25]=1.Cl.C(N=C=NCCCN(C)C)C.O. (7) Given the product [CH2:11]([N:19]1[C:20](=[O:21])[N:8]([CH2:1][C:2]2[CH:7]=[CH:6][CH:5]=[CH:4][CH:3]=2)[C:9](=[O:24])[S:10]1)[CH2:12][C:13]1[CH:18]=[CH:17][CH:16]=[CH:15][CH:14]=1, predict the reactants needed to synthesize it. The reactants are: [CH2:1]([N:8]=[C:9]=[S:10])[C:2]1[CH:7]=[CH:6][CH:5]=[CH:4][CH:3]=1.[CH2:11]([N:19]=[C:20]=[O:21])[CH2:12][C:13]1[CH:18]=[CH:17][CH:16]=[CH:15][CH:14]=1.C([O:24]CC)C. (8) Given the product [Cl:3][C:4]1[CH:39]=[CH:38][CH:37]=[C:36]([Cl:40])[C:5]=1[C:6]([NH:8][C@H:9]([C:32]([OH:34])=[O:33])[CH2:10][C:11]1[CH:12]=[CH:13][C:14]([O:17][CH2:18][C:19]([CH3:31])([C:21]2[CH:30]=[CH:29][C:28]3[CH2:27][CH2:26][CH2:25][NH:24][C:23]=3[N:22]=2)[CH3:20])=[CH:15][CH:16]=1)=[O:7], predict the reactants needed to synthesize it. The reactants are: [Li+].[OH-].[Cl:3][C:4]1[CH:39]=[CH:38][CH:37]=[C:36]([Cl:40])[C:5]=1[C:6]([NH:8][C@H:9]([C:32]([O:34]C)=[O:33])[CH2:10][C:11]1[CH:16]=[CH:15][C:14]([O:17][CH2:18][C:19]([CH3:31])([C:21]2[CH:30]=[CH:29][C:28]3[CH2:27][CH2:26][CH2:25][NH:24][C:23]=3[N:22]=2)[CH3:20])=[CH:13][CH:12]=1)=[O:7].